This data is from Peptide-MHC class I binding affinity with 185,985 pairs from IEDB/IMGT. The task is: Regression. Given a peptide amino acid sequence and an MHC pseudo amino acid sequence, predict their binding affinity value. This is MHC class I binding data. (1) The peptide sequence is LATLKDMWK. The MHC is HLA-B57:01 with pseudo-sequence HLA-B57:01. The binding affinity (normalized) is 0.0847. (2) The peptide sequence is RNWAHSSL. The MHC is HLA-A68:02 with pseudo-sequence HLA-A68:02. The binding affinity (normalized) is 0. (3) The MHC is HLA-B57:01 with pseudo-sequence HLA-B57:01. The binding affinity (normalized) is 0.919. The peptide sequence is HTQGYFPDW. (4) The peptide sequence is KRLQILGYL. The MHC is HLA-A25:01 with pseudo-sequence HLA-A25:01. The binding affinity (normalized) is 0.0847. (5) The peptide sequence is FLQRTDLSY. The MHC is HLA-B57:01 with pseudo-sequence HLA-B57:01. The binding affinity (normalized) is 0.213. (6) The peptide sequence is PAMSTYSDI. The MHC is HLA-A02:03 with pseudo-sequence HLA-A02:03. The binding affinity (normalized) is 0.0821. (7) The peptide sequence is RVMANNVKK. The MHC is HLA-A68:01 with pseudo-sequence HLA-A68:01. The binding affinity (normalized) is 0.571. (8) The peptide sequence is FPVKPQVPL. The MHC is HLA-B53:01 with pseudo-sequence HLA-B53:01. The binding affinity (normalized) is 0.576. (9) The peptide sequence is LYSFALMLI. The MHC is HLA-B57:01 with pseudo-sequence HLA-B57:01. The binding affinity (normalized) is 0.213.